This data is from Full USPTO retrosynthesis dataset with 1.9M reactions from patents (1976-2016). The task is: Predict the reactants needed to synthesize the given product. (1) Given the product [F:29][C:2]1([F:1])[CH2:7][CH2:6][N:5]([C:8]([C:10]2[N:28]([S:33]([CH3:32])(=[O:35])=[O:34])[C:13]3=[N:14][CH:15]=[C:16]([O:18][CH2:19][CH2:20][CH2:21][N:22]4[CH2:26][CH2:25][CH2:24][C@@H:23]4[CH3:27])[CH:17]=[C:12]3[CH:11]=2)=[O:9])[CH2:4][CH2:3]1, predict the reactants needed to synthesize it. The reactants are: [F:1][C:2]1([F:29])[CH2:7][CH2:6][N:5]([C:8]([C:10]2[NH:28][C:13]3=[N:14][CH:15]=[C:16]([O:18][CH2:19][CH2:20][CH2:21][N:22]4[CH2:26][CH2:25][CH2:24][C@@H:23]4[CH3:27])[CH:17]=[C:12]3[CH:11]=2)=[O:9])[CH2:4][CH2:3]1.[H-].[Na+].[CH3:32][S:33](Cl)(=[O:35])=[O:34]. (2) Given the product [CH2:1]([O:19][C:20]1[CH:21]=[C:22]([CH:45]2[O:49][CH:48]([CH2:50][OH:51])[CH2:47][O:46]2)[CH:23]=[C:24]([O:26][CH2:27][CH2:28][CH2:29][CH2:30][CH2:31][CH2:32][CH2:33][CH2:34]/[CH:35]=[CH:36]\[CH2:37][CH2:38][CH2:39][CH2:40][CH2:41][CH2:42][CH2:43][CH3:44])[CH:25]=1)[CH2:2][CH2:3][CH2:4][CH2:5][CH2:6][CH2:7][CH2:8]/[CH:9]=[CH:10]\[CH2:11][CH2:12][CH2:13][CH2:14][CH2:15][CH2:16][CH2:17][CH3:18], predict the reactants needed to synthesize it. The reactants are: [CH2:1]([O:19][C:20]1[CH:21]=[C:22]([CH:45]2[O:49][CH:48]([CH2:50][O:51][Si](C(C)(C)C)(C3C=CC=CC=3)C3C=CC=CC=3)[CH2:47][O:46]2)[CH:23]=[C:24]([O:26][CH2:27][CH2:28][CH2:29][CH2:30][CH2:31][CH2:32][CH2:33][CH2:34]/[CH:35]=[CH:36]\[CH2:37][CH2:38][CH2:39][CH2:40][CH2:41][CH2:42][CH2:43][CH3:44])[CH:25]=1)[CH2:2][CH2:3][CH2:4][CH2:5][CH2:6][CH2:7][CH2:8]/[CH:9]=[CH:10]\[CH2:11][CH2:12][CH2:13][CH2:14][CH2:15][CH2:16][CH2:17][CH3:18].CCCC[N+](CCCC)(CCCC)CCCC.[F-]. (3) The reactants are: C[N:2](C)/[CH:3]=[CH:4]/[C:5]([C:7]1[C:12](=[O:13])[CH:11]=[CH:10][N:9]([C:14]2[CH:19]=[CH:18][C:17]([O:20][C:21]([F:24])([F:23])[F:22])=[CH:16][CH:15]=2)[N:8]=1)=O.[C:26]1([NH:32]N)[CH:31]=[CH:30][CH:29]=[CH:28][CH:27]=1. Given the product [C:26]1([N:32]2[C:5]([C:7]3[C:12](=[O:13])[CH:11]=[CH:10][N:9]([C:14]4[CH:15]=[CH:16][C:17]([O:20][C:21]([F:23])([F:24])[F:22])=[CH:18][CH:19]=4)[N:8]=3)=[CH:4][CH:3]=[N:2]2)[CH:31]=[CH:30][CH:29]=[CH:28][CH:27]=1, predict the reactants needed to synthesize it. (4) Given the product [CH3:14][CH:12]([CH2:11][C@H:10]([NH:9][C:7]([CH2:6][NH:5][C:3]([CH2:2][NH2:1])=[O:4])=[O:8])[C:15]([OH:17])=[O:16])[CH3:13].[CH3:25][N:26]1[C@@H:43]2[CH2:44][C:31]3[CH:32]=[CH:33][C:34]([O:45][CH3:46])=[C:35]4[O:36][C@H:37]5[C:38]([CH2:40][CH2:41][C@@H:42]2[C@:29]5([C:30]=34)[CH2:28][CH2:27]1)=[O:39], predict the reactants needed to synthesize it. The reactants are: [NH:1](C(OC(C)(C)C)=O)[CH2:2][C:3]([NH:5][CH2:6][C:7]([NH:9][C@H:10]([C:15]([OH:17])=[O:16])[CH2:11][CH:12]([CH3:14])[CH3:13])=[O:8])=[O:4].[CH3:25][N:26]1[C@@H:43]2[CH2:44][C:31]3[CH:32]=[CH:33][C:34]([O:45][CH3:46])=[C:35]4[O:36][C@H:37]5[C:38]([CH2:40][CH2:41][C@@H:42]2[C@:29]5([C:30]=34)[CH2:28][CH2:27]1)=[O:39].Cl.